From a dataset of Peptide-MHC class I binding affinity with 185,985 pairs from IEDB/IMGT. Regression. Given a peptide amino acid sequence and an MHC pseudo amino acid sequence, predict their binding affinity value. This is MHC class I binding data. (1) The peptide sequence is NPDIVIYQY. The MHC is HLA-B57:01 with pseudo-sequence HLA-B57:01. The binding affinity (normalized) is 0.0688. (2) The peptide sequence is DVNEEYTEA. The MHC is HLA-A02:03 with pseudo-sequence HLA-A02:03. The binding affinity (normalized) is 0.230. (3) The peptide sequence is LLLMGCDIV. The MHC is HLA-A02:01 with pseudo-sequence HLA-A02:01. The binding affinity (normalized) is 0.580. (4) The peptide sequence is YVIRDLAAM. The MHC is HLA-C07:01 with pseudo-sequence HLA-C07:01. The binding affinity (normalized) is 0.0847. (5) The peptide sequence is KREEHYIVL. The MHC is HLA-A02:16 with pseudo-sequence HLA-A02:16. The binding affinity (normalized) is 0.0847. (6) The peptide sequence is LPFDKSTIM. The MHC is HLA-B53:01 with pseudo-sequence HLA-B53:01. The binding affinity (normalized) is 0.560. (7) The peptide sequence is NPQGERRAF. The MHC is HLA-B15:01 with pseudo-sequence HLA-B15:01. The binding affinity (normalized) is 0.213.